Dataset: Catalyst prediction with 721,799 reactions and 888 catalyst types from USPTO. Task: Predict which catalyst facilitates the given reaction. (1) Reactant: [CH3:1][C:2]1[CH:3]=[C:4]([C:8]2[N:9]=[C:10]3[CH:15]=[CH:14][CH:13]=[N:12][N:11]3[C:16]=2[C:17]2[CH:22]=[CH:21][N:20]=[C:19]([NH2:23])[CH:18]=2)[CH:5]=[CH:6][CH:7]=1.C(N([CH2:29][CH3:30])CC)C.[C:31]1([S:37](Cl)(=[O:39])=[O:38])[CH:36]=[CH:35][CH:34]=[CH:33][CH:32]=1.C(=O)([O-])O.[Na+]. Product: [CH3:1][C:2]1[CH:3]=[C:4]([C:8]2[N:9]=[C:10]3[CH:15]=[CH:14][CH:13]=[N:12][N:11]3[C:16]=2[C:17]2[CH:22]=[CH:21][N:20]=[C:19]([N:23]([S:37]([C:30]3[CH:29]=[CH:33][CH:32]=[CH:31][CH:36]=3)(=[O:39])=[O:38])[S:37]([C:31]3[CH:36]=[CH:35][CH:34]=[CH:33][CH:32]=3)(=[O:39])=[O:38])[CH:18]=2)[CH:5]=[CH:6][CH:7]=1. The catalyst class is: 4. (2) Reactant: [C:1]1([NH2:11])[C:10]2[C:5](=[CH:6][CH:7]=[CH:8][CH:9]=2)[CH:4]=[CH:3][CH:2]=1.C(N(CC)CC)C.[C:19](Cl)(Cl)=[S:20]. Product: [C:1]1([N:11]=[C:19]=[S:20])[C:10]2[C:5](=[CH:6][CH:7]=[CH:8][CH:9]=2)[CH:4]=[CH:3][CH:2]=1. The catalyst class is: 4. (3) Reactant: [C:1]([C:3]1([C:16]2[CH:17]=[N:18][CH:19]=[CH:20][CH:21]=2)[CH2:8][CH2:7][N:6]([C:9]([O:11][C:12]([CH3:15])([CH3:14])[CH3:13])=[O:10])[CH2:5][CH2:4]1)#N.[OH-:22].[Na+].C[OH:25]. Product: [C:12]([O:11][C:9]([N:6]1[CH2:7][CH2:8][C:3]([C:16]2[CH:17]=[N:18][CH:19]=[CH:20][CH:21]=2)([C:1]([OH:25])=[O:22])[CH2:4][CH2:5]1)=[O:10])([CH3:15])([CH3:14])[CH3:13]. The catalyst class is: 8. (4) Product: [C:1]([O:4][CH2:5][CH2:6][CH2:7][C@@H:8]([NH:38][S:55]([C:49]1[CH:50]=[CH:51][C:52]([O:53][CH3:54])=[C:47]([O:46][CH3:45])[CH:48]=1)(=[O:57])=[O:56])[C:9]([O:11][C@H:12]([C:23]1[CH:28]=[CH:27][C:26]([O:29][CH:30]([F:31])[F:32])=[C:25]([O:33][CH2:34][CH:35]2[CH2:37][CH2:36]2)[CH:24]=1)[CH2:13][C:14]1[C:15]([Cl:22])=[CH:16][N+:17]([O-:21])=[CH:18][C:19]=1[Cl:20])=[O:10])(=[O:3])[CH3:2]. Reactant: [C:1]([O:4][CH2:5][CH2:6][CH2:7][C@@H:8]([NH2:38])[C:9]([O:11][C@H:12]([C:23]1[CH:28]=[CH:27][C:26]([O:29][CH:30]([F:32])[F:31])=[C:25]([O:33][CH2:34][CH:35]2[CH2:37][CH2:36]2)[CH:24]=1)[CH2:13][C:14]1[C:19]([Cl:20])=[CH:18][N+:17]([O-:21])=[CH:16][C:15]=1[Cl:22])=[O:10])(=[O:3])[CH3:2].N1C=CC=CC=1.[CH3:45][O:46][C:47]1[CH:48]=[C:49]([S:55](Cl)(=[O:57])=[O:56])[CH:50]=[CH:51][C:52]=1[O:53][CH3:54]. The catalyst class is: 2. (5) Reactant: [CH3:1][O:2][C:3](=[O:24])[CH2:4][NH:5][C:6]([C:8]1[CH:9]=[CH:10][CH:11]=[C:12]2[O:16][C:15]([NH:17][CH:18]3[CH2:23][CH2:22][NH:21][CH2:20][CH2:19]3)=[N:14][C:13]=12)=[O:7].[CH2:25]([O:27][C:28]1[CH:29]=[C:30]([CH:33]=[C:34]([O:41][CH2:42][CH3:43])[C:35]=1[N:36]1[CH:40]=[CH:39][CH:38]=[CH:37]1)[CH:31]=O)[CH3:26].C([BH3-])#N.[Na+].C(N(C(C)C)C(C)C)C. Product: [CH3:1][O:2][C:3](=[O:24])[CH2:4][NH:5][C:6]([C:8]1[CH:9]=[CH:10][CH:11]=[C:12]2[O:16][C:15]([NH:17][CH:18]3[CH2:23][CH2:22][N:21]([CH2:31][C:30]4[CH:33]=[C:34]([O:41][CH2:42][CH3:43])[C:35]([N:36]5[CH:40]=[CH:39][CH:38]=[CH:37]5)=[C:28]([O:27][CH2:25][CH3:26])[CH:29]=4)[CH2:20][CH2:19]3)=[N:14][C:13]=12)=[O:7]. The catalyst class is: 212.